This data is from Forward reaction prediction with 1.9M reactions from USPTO patents (1976-2016). The task is: Predict the product of the given reaction. (1) Given the reactants [H-].[Na+].C(OP([CH2:11][C:12]([O:14][CH2:15][CH3:16])=[O:13])(OCC)=O)C.[S:17]1[C:21]2[C:22]([CH:26]=O)=[CH:23][CH:24]=[CH:25][C:20]=2[N:19]=[N:18]1.O, predict the reaction product. The product is: [S:17]1[C:21]2[C:22](/[CH:26]=[CH:11]/[C:12]([O:14][CH2:15][CH3:16])=[O:13])=[CH:23][CH:24]=[CH:25][C:20]=2[N:19]=[N:18]1. (2) The product is: [Cl:1][C:2]1[CH:7]=[C:6]2[NH:8][C:9](=[O:35])[C:10]3([CH:15]([C:16]4[CH:21]=[CH:20][CH:19]=[C:18]([Cl:22])[CH:17]=4)[CH2:14][C:13](=[O:23])[N:12]([CH2:24][C:25]([F:38])=[O:26])[CH:11]3[C:28]3[CH:33]=[CH:32][CH:31]=[CH:30][C:29]=3[CH3:34])[C:5]2=[CH:4][CH:3]=1. Given the reactants [Cl:1][C:2]1[CH:7]=[C:6]2[NH:8][C:9](=[O:35])[C@:10]3([C@H:15]([C:16]4[CH:21]=[CH:20][CH:19]=[C:18]([Cl:22])[CH:17]=4)[CH2:14][C:13](=[O:23])[N:12]([CH2:24][C:25](O)=[O:26])[C@@H:11]3[C:28]3[CH:33]=[CH:32][CH:31]=[CH:30][C:29]=3[CH3:34])[C:5]2=[CH:4][CH:3]=1.N1C(F)=NC(F)=NC=1[F:38].N1C=CC=CC=1, predict the reaction product. (3) Given the reactants [CH2:1]([O:8][C:9](=[O:28])[C@@H:10]([NH:15][C:16](=[O:27])[C@@H:17]([NH:19][C:20]([O:22]C(C)(C)C)=O)[CH3:18])[CH2:11][CH:12]([CH3:14])[CH3:13])[C:2]1[CH:7]=[CH:6][CH:5]=[CH:4][CH:3]=1.FC(F)(F)C(O)=O.C(N(CC)C(C)C)(C)C.[CH2:45]1[C:53]2[C:48](=[CH:49][CH:50]=[CH:51][CH:52]=2)[CH2:47][CH:46]1C(O)=O.CN(C(ON1N=NC2C=CC=NC1=2)=[N+](C)C)C.F[P-](F)(F)(F)(F)F, predict the reaction product. The product is: [CH2:1]([O:8][C:9](=[O:28])[C@@H:10]([NH:15][C:16](=[O:27])[C@@H:17]([NH:19][C:20]([CH:46]1[CH2:45][C:53]2[C:48](=[CH:49][CH:50]=[CH:51][CH:52]=2)[CH2:47]1)=[O:22])[CH3:18])[CH2:11][CH:12]([CH3:13])[CH3:14])[C:2]1[CH:3]=[CH:4][CH:5]=[CH:6][CH:7]=1. (4) Given the reactants [CH3:1][O:2][C:3]1[CH:8]=[CH:7][C:6]([C:9]2[CH:14]=[CH:13][N:12]=[C:11]([NH:15][CH:16]([CH2:19][O:20][CH3:21])[CH2:17][CH3:18])[C:10]=2[N+:22]([O-])=O)=[C:5]([CH3:25])[CH:4]=1.Cl[Sn]Cl, predict the reaction product. The product is: [CH3:1][O:2][C:3]1[CH:8]=[CH:7][C:6]([C:9]2[CH:14]=[CH:13][N:12]=[C:11]([NH:15][CH:16]([CH2:19][O:20][CH3:21])[CH2:17][CH3:18])[C:10]=2[NH2:22])=[C:5]([CH3:25])[CH:4]=1. (5) Given the reactants Cl[S:2]([C:5]1[CH:10]=[CH:9][C:8]([N:11]=[C:12]=[O:13])=[CH:7][CH:6]=1)(=[O:4])=[O:3].[CH3:14][O:15][C:16]1[CH:25]=[CH:24][C:23]([N:26]2[CH2:31][CH2:30][N:29]([CH3:32])[CH2:28][CH2:27]2)=[C:22]2[C:17]=1[CH2:18][CH2:19][NH:20][CH2:21]2.[NH2:33][C:34]1[CH:39]=[CH:38][CH:37]=[CH:36][CH:35]=1.C(=O)([O-])[O-].[K+].[K+], predict the reaction product. The product is: [C:34]1([NH:33][S:2]([C:5]2[CH:10]=[CH:9][C:8]([NH:11][C:12]([N:20]3[CH2:19][CH2:18][C:17]4[C:22](=[C:23]([N:26]5[CH2:27][CH2:28][N:29]([CH3:32])[CH2:30][CH2:31]5)[CH:24]=[CH:25][C:16]=4[O:15][CH3:14])[CH2:21]3)=[O:13])=[CH:7][CH:6]=2)(=[O:4])=[O:3])[CH:39]=[CH:38][CH:37]=[CH:36][CH:35]=1. (6) Given the reactants [OH:1][C:2]1[N:3]=[C:4]2[CH:9]=[CH:8][C:7]([CH:10]3[CH2:15][CH2:14][N:13]([C:16]([O:18][C:19]([CH3:22])([CH3:21])[CH3:20])=[O:17])[CH2:12][CH2:11]3)=[N:6][N:5]2[C:23](=[O:25])[CH:24]=1.[H-].[Na+].C1(N([S:35]([C:38]([F:41])([F:40])[F:39])(=[O:37])=[O:36])[S:35]([C:38]([F:41])([F:40])[F:39])(=[O:37])=[O:36])C=CC=CC=1, predict the reaction product. The product is: [O:25]=[C:23]1[N:5]2[N:6]=[C:7]([CH:10]3[CH2:11][CH2:12][N:13]([C:16]([O:18][C:19]([CH3:21])([CH3:22])[CH3:20])=[O:17])[CH2:14][CH2:15]3)[CH:8]=[CH:9][C:4]2=[N:3][C:2]([O:1][S:35]([C:38]([F:41])([F:40])[F:39])(=[O:37])=[O:36])=[CH:24]1. (7) Given the reactants [CH2:1](I)[CH3:2].[CH2:4]([O:6][C:7](=[O:16])[C:8]1[CH:13]=[CH:12][C:11]([I:14])=[C:10]([OH:15])[CH:9]=1)[CH3:5].C([O-])([O-])=O.[K+].[K+], predict the reaction product. The product is: [CH2:4]([O:6][C:7](=[O:16])[C:8]1[CH:13]=[CH:12][C:11]([I:14])=[C:10]([O:15][CH2:1][CH3:2])[CH:9]=1)[CH3:5]. (8) Given the reactants [N:1]1([C:5]([C:7]2[CH:12]=[CH:11][C:10]([O:13][C:14]3[CH:15]=[C:16]([CH:26]=[C:27]([OH:29])[CH:28]=3)[C:17]([NH:19][C:20]3[CH:24]=[CH:23][N:22]([CH3:25])[N:21]=3)=[O:18])=[CH:9][CH:8]=2)=[O:6])[CH2:4][CH2:3][CH2:2]1.CC1C=CC(S(O[C@@H:41]2[CH2:45][CH2:44][O:43][CH2:42]2)(=O)=O)=CC=1.C(=O)([O-])[O-].[K+].[K+], predict the reaction product. The product is: [N:1]1([C:5]([C:7]2[CH:12]=[CH:11][C:10]([O:13][C:14]3[CH:15]=[C:16]([CH:26]=[C:27]([O:29][C@H:41]4[CH2:45][CH2:44][O:43][CH2:42]4)[CH:28]=3)[C:17]([NH:19][C:20]3[CH:24]=[CH:23][N:22]([CH3:25])[N:21]=3)=[O:18])=[CH:9][CH:8]=2)=[O:6])[CH2:4][CH2:3][CH2:2]1.